The task is: Predict which catalyst facilitates the given reaction.. This data is from Catalyst prediction with 721,799 reactions and 888 catalyst types from USPTO. (1) Reactant: [CH2:1]([O:3][C:4]1[C:9]([C:10]2[NH:15][C:14](=[O:16])[C:13]3=[C:17]([CH3:23])[N:18]=[C:19]([CH2:20][CH2:21][CH3:22])[N:12]3[N:11]=2)=[CH:8][C:7]([S:24](Cl)(=[O:26])=[O:25])=[C:6]([O:28][CH3:29])[CH:5]=1)[CH3:2].CN(C1C=CC=CN=1)C.[CH3:39][N:40]1[CH2:45][CH2:44][NH:43][CH2:42][CH2:41]1. Product: [CH2:1]([O:3][C:4]1[CH:5]=[C:6]([O:28][CH3:29])[C:7]([S:24]([N:43]2[CH2:44][CH2:45][N:40]([CH3:39])[CH2:41][CH2:42]2)(=[O:26])=[O:25])=[CH:8][C:9]=1[C:10]1[NH:15][C:14](=[O:16])[C:13]2=[C:17]([CH3:23])[N:18]=[C:19]([CH2:20][CH2:21][CH3:22])[N:12]2[N:11]=1)[CH3:2]. The catalyst class is: 4. (2) Reactant: [C:1]([O:5][C:6](=[O:23])[NH:7][CH:8]([C:20](=O)[NH2:21])[CH2:9][CH2:10][CH2:11][C:12]1[CH:17]=[CH:16][C:15]([O:18][CH3:19])=[CH:14][CH:13]=1)([CH3:4])([CH3:3])[CH3:2].CO. Product: [C:1]([O:5][C:6](=[O:23])[NH:7][CH:8]([CH2:20][NH2:21])[CH2:9][CH2:10][CH2:11][C:12]1[CH:13]=[CH:14][C:15]([O:18][CH3:19])=[CH:16][CH:17]=1)([CH3:4])([CH3:2])[CH3:3]. The catalyst class is: 1. (3) Reactant: C(O)(C(F)(F)F)=O.C(OC([N:15]1[CH2:20][CH2:19][C:18]2[N:21]=[C:22]([NH:24][C:25]([NH:27][CH3:28])=[O:26])[S:23][C:17]=2[CH2:16]1)=O)(C)(C)C. Product: [CH3:28][NH:27][C:25]([NH:24][C:22]1[S:23][C:17]2[CH2:16][NH:15][CH2:20][CH2:19][C:18]=2[N:21]=1)=[O:26]. The catalyst class is: 22. (4) Reactant: Cl[C:2]1[N:7]=[CH:6][C:5]([S:8]([N:11]2[CH2:20][CH2:19][C:18]3[C@:13]([C:31]([C:33]4[S:34][CH:35]=[CH:36][N:37]=4)=[O:32])([CH2:14][C:15]4[CH:23]=[N:22][N:21]([C:24]5[CH:29]=[CH:28][C:27]([F:30])=[CH:26][CH:25]=5)[C:16]=4[CH:17]=3)[CH2:12]2)(=[O:10])=[O:9])=[CH:4][CH:3]=1.[F:38][C@@H:39]1[CH2:43][CH2:42][NH:41][CH2:40]1.Cl. Product: [F:30][C:27]1[CH:28]=[CH:29][C:24]([N:21]2[C:16]3[CH:17]=[C:18]4[C@:13]([C:31]([C:33]5[S:34][CH:35]=[CH:36][N:37]=5)=[O:32])([CH2:14][C:15]=3[CH:23]=[N:22]2)[CH2:12][N:11]([S:8]([C:5]2[CH:6]=[N:7][C:2]([N:41]3[CH2:42][CH2:43][C@@H:39]([F:38])[CH2:40]3)=[CH:3][CH:4]=2)(=[O:10])=[O:9])[CH2:20][CH2:19]4)=[CH:25][CH:26]=1. The catalyst class is: 9. (5) The catalyst class is: 1. Reactant: [C:1]1([C:11]2[CH2:20][C:19](=[O:21])[C:18]3[C:13](=[CH:14][C:15]4[O:24][CH2:23][O:22][C:16]=4[CH:17]=3)[N:12]=2)[C:10]2[C:5](=[CH:6][CH:7]=[CH:8][CH:9]=2)[CH:4]=[CH:3][CH:2]=1.[CH2:25]([O:32][P:33](O[P:33]([O:32][CH2:25][C:26]1[CH:27]=[CH:28][CH:29]=[CH:30][CH:31]=1)([O:34][CH2:35][C:36]1[CH:37]=[CH:38][CH:39]=[CH:40][CH:41]=1)=[O:42])(=[O:42])[O:34][CH2:35][C:36]1[CH:41]=[CH:40][CH:39]=[CH:38][CH:37]=1)[C:26]1[CH:31]=[CH:30][CH:29]=[CH:28][CH:27]=1.[H-].[Na+]. Product: [P:33]([O:21][C:19]1[C:18]2[C:13](=[CH:14][C:15]3[O:24][CH2:23][O:22][C:16]=3[CH:17]=2)[N:12]=[C:11]([C:1]2[C:10]3[C:5](=[CH:6][CH:7]=[CH:8][CH:9]=3)[CH:4]=[CH:3][CH:2]=2)[CH:20]=1)([O:32][CH2:25][C:26]1[CH:31]=[CH:30][CH:29]=[CH:28][CH:27]=1)([O:34][CH2:35][C:36]1[CH:41]=[CH:40][CH:39]=[CH:38][CH:37]=1)=[O:42]. (6) Reactant: [NH2:1][C:2]1[CH:3]=[C:4]([C:8]2([C:11]#[N:12])[CH2:10][CH2:9]2)[CH:5]=[CH:6][CH:7]=1.[CH3:13][O:14][C:15]1[CH:16]=[C:17]([CH:21]=[CH:22][C:23]=1[O:24][CH3:25])[C:18](Cl)=[O:19].C(N(CC)CC)C. Product: [C:11]([C:8]1([C:4]2[CH:3]=[C:2]([NH:1][C:18](=[O:19])[C:17]3[CH:21]=[CH:22][C:23]([O:24][CH3:25])=[C:15]([O:14][CH3:13])[CH:16]=3)[CH:7]=[CH:6][CH:5]=2)[CH2:9][CH2:10]1)#[N:12]. The catalyst class is: 2. (7) Reactant: [CH3:1][N:2]1[C:10]2[C:5](=[CH:6][CH:7]=[CH:8][CH:9]=2)[CH:4]=[C:3]1[C:11]([NH:13][C@H:14]1[CH2:19][CH2:18][CH2:17][CH2:16][C@H:15]1[C:20]([NH:22][C@@H:23]([CH2:27][CH2:28][C:29]([NH2:31])=O)[C:24]([NH2:26])=O)=[O:21])=[O:12].FC(F)(F)C(OC(=O)C(F)(F)F)=O.Cl. Product: [C:24]([CH:23]([NH:22][C:20]([C@@H:15]1[CH2:16][CH2:17][CH2:18][CH2:19][C@@H:14]1[NH:13][C:11]([C:3]1[N:2]([CH3:1])[C:10]2[C:5]([CH:4]=1)=[CH:6][CH:7]=[CH:8][CH:9]=2)=[O:12])=[O:21])[CH2:27][CH2:28][C:29]#[N:31])#[N:26]. The catalyst class is: 298. (8) Reactant: [C:1](#[N:3])C.[F:4][C:5]([F:21])([F:20])[C:6]1[CH:11]=[C:10]([Cl:12])[CH:9]=[CH:8][C:7]=1[C:13]1[CH:18]=[CH:17][N+:16]([O-])=[CH:15][CH:14]=1.C[Si](C#N)(C)C. Product: [F:4][C:5]([F:21])([F:20])[C:6]1[CH:11]=[C:10]([Cl:12])[CH:9]=[CH:8][C:7]=1[C:13]1[CH:18]=[CH:17][N:16]=[C:15]([C:1]#[N:3])[CH:14]=1. The catalyst class is: 66. (9) Reactant: [CH3:1][C:2]1[C:10]2[CH2:9][O:8][C:7](=[O:11])[C:6]=2[CH:5]=[CH:4][C:3]=1[CH2:12][C:13]([OH:15])=[O:14].[CH3:16][C:17](N=C([O-])N(C(C)C)C(C)C)([CH3:19])[CH3:18]. Product: [CH3:1][C:2]1[C:10]2[CH2:9][O:8][C:7](=[O:11])[C:6]=2[CH:5]=[CH:4][C:3]=1[CH2:12][C:13]([O:15][C:17]([CH3:19])([CH3:18])[CH3:16])=[O:14]. The catalyst class is: 2.